Predict the reactants needed to synthesize the given product. From a dataset of Full USPTO retrosynthesis dataset with 1.9M reactions from patents (1976-2016). Given the product [N:28]1([CH2:17][CH2:18][CH2:19][CH2:20][O:15][C:6]2[C:7]3[CH:14]=[CH:13][C:11](=[O:12])[O:10][C:8]=3[CH:9]=[C:4]3[O:3][CH:2]=[CH:1][C:5]=23)[CH:32]=[CH:31][CH:30]=[N:29]1, predict the reactants needed to synthesize it. The reactants are: [CH:1]1[C:5]2=[C:6]([OH:15])[C:7]3[CH:14]=[CH:13][C:11](=[O:12])[O:10][C:8]=3[CH:9]=[C:4]2[O:3][CH:2]=1.I[CH2:17][CH2:18][CH2:19][CH2:20]Cl.C(=O)([O-])[O-].[K+].[K+].[NH:28]1[CH:32]=[CH:31][CH:30]=[N:29]1.[I-].[K+].